From a dataset of NCI-60 drug combinations with 297,098 pairs across 59 cell lines. Regression. Given two drug SMILES strings and cell line genomic features, predict the synergy score measuring deviation from expected non-interaction effect. (1) Drug 1: CC1=C(C=C(C=C1)C(=O)NC2=CC(=CC(=C2)C(F)(F)F)N3C=C(N=C3)C)NC4=NC=CC(=N4)C5=CN=CC=C5. Cell line: A549. Synergy scores: CSS=-6.28, Synergy_ZIP=-0.344, Synergy_Bliss=-0.953, Synergy_Loewe=-11.0, Synergy_HSA=-6.68. Drug 2: CS(=O)(=O)CCNCC1=CC=C(O1)C2=CC3=C(C=C2)N=CN=C3NC4=CC(=C(C=C4)OCC5=CC(=CC=C5)F)Cl. (2) Drug 1: CS(=O)(=O)C1=CC(=C(C=C1)C(=O)NC2=CC(=C(C=C2)Cl)C3=CC=CC=N3)Cl. Drug 2: C1=C(C(=O)NC(=O)N1)F. Cell line: HS 578T. Synergy scores: CSS=42.4, Synergy_ZIP=7.33, Synergy_Bliss=9.68, Synergy_Loewe=-0.591, Synergy_HSA=4.46. (3) Drug 1: C1=NNC2=C1C(=O)NC=N2. Drug 2: CC1C(C(CC(O1)OC2CC(CC3=C2C(=C4C(=C3O)C(=O)C5=C(C4=O)C(=CC=C5)OC)O)(C(=O)CO)O)N)O.Cl. Cell line: MALME-3M. Synergy scores: CSS=50.6, Synergy_ZIP=-0.110, Synergy_Bliss=1.23, Synergy_Loewe=-50.0, Synergy_HSA=0.726. (4) Drug 1: C1=CC(=CC=C1CC(C(=O)O)N)N(CCCl)CCCl.Cl. Drug 2: CNC(=O)C1=NC=CC(=C1)OC2=CC=C(C=C2)NC(=O)NC3=CC(=C(C=C3)Cl)C(F)(F)F. Cell line: SK-MEL-28. Synergy scores: CSS=18.5, Synergy_ZIP=-5.36, Synergy_Bliss=-0.247, Synergy_Loewe=-9.96, Synergy_HSA=-3.81.